From a dataset of Forward reaction prediction with 1.9M reactions from USPTO patents (1976-2016). Predict the product of the given reaction. Given the reactants Cl.Cl.[Cl:3][C:4]1[C:9]([Cl:10])=[CH:8][CH:7]=[CH:6][C:5]=1[NH:11][C:12]1[C:21]2[C:16](=[CH:17][C:18]([O:28][CH3:29])=[C:19]([N:22]3[CH2:27][CH2:26][NH:25][CH2:24][CH2:23]3)[CH:20]=2)[N:15]=[CH:14][C:13]=1[C:30]([NH2:32])=[O:31].C(N(C(C)C)CC)(C)C.[C:42]([O:45][CH2:46][C:47](Cl)=[O:48])(=[O:44])[CH3:43], predict the reaction product. The product is: [C:42]([O:45][CH2:46][C:47]([N:25]1[CH2:24][CH2:23][N:22]([C:19]2[CH:20]=[C:21]3[C:16](=[CH:17][C:18]=2[O:28][CH3:29])[N:15]=[CH:14][C:13]([C:30]([NH2:32])=[O:31])=[C:12]3[NH:11][C:5]2[CH:6]=[CH:7][CH:8]=[C:9]([Cl:10])[C:4]=2[Cl:3])[CH2:27][CH2:26]1)=[O:48])(=[O:44])[CH3:43].